Predict the reactants needed to synthesize the given product. From a dataset of Full USPTO retrosynthesis dataset with 1.9M reactions from patents (1976-2016). (1) Given the product [CH3:19][O:18][C:11]1[CH:17]=[CH:16][CH:15]=[C:14]([N+:1]([O-:4])=[O:2])[C:12]=1[OH:13], predict the reactants needed to synthesize it. The reactants are: [N+:1]([O-:4])([O-])=[O:2].[Na+].S(=O)(=O)(O)O.[C:11]1([O:18][CH3:19])[C:12](=[CH:14][CH:15]=[CH:16][CH:17]=1)[OH:13].N([O-])=O.[Na+]. (2) Given the product [CH2:1]([O:10][C:11](=[O:24])[C@H:12]([C@@H:21]([CH3:23])[O:22][C:46](=[O:47])[C@H:36]([CH2:37][C:38]1[CH:43]=[CH:42][C:41]([O:44][CH3:45])=[CH:40][CH:39]=1)[N:35]([C:33]([O:32][CH2:25][C:26]1[CH:31]=[CH:30][CH:29]=[CH:28][CH:27]=1)=[O:34])[CH3:49])[NH:13][C:14]([O:16][C:17]([CH3:19])([CH3:18])[CH3:20])=[O:15])[C:2]([C:4]1[CH:5]=[CH:6][CH:7]=[CH:8][CH:9]=1)=[O:3], predict the reactants needed to synthesize it. The reactants are: [CH2:1]([O:10][C:11](=[O:24])[C@H:12]([C@@H:21]([CH3:23])[OH:22])[NH:13][C:14]([O:16][C:17]([CH3:20])([CH3:19])[CH3:18])=[O:15])[C:2]([C:4]1[CH:9]=[CH:8][CH:7]=[CH:6][CH:5]=1)=[O:3].[CH2:25]([O:32][C:33]([N:35]([CH3:49])[C@H:36]([C:46](O)=[O:47])[CH2:37][C:38]1[CH:43]=[CH:42][C:41]([O:44][CH3:45])=[CH:40][CH:39]=1)=[O:34])[C:26]1[CH:31]=[CH:30][CH:29]=[CH:28][CH:27]=1.C1CCC(N=C=NC2CCCCC2)CC1. (3) Given the product [Cl:28][CH2:29][C:30]1[CH:38]=[CH:37][C:33]([C:34]([NH:1][C:2]2[CH:7]=[C:6]([C:8]3[S:9][CH:10]=[CH:11][CH:12]=3)[CH:5]=[CH:4][C:3]=2[NH:13][C:14](=[O:20])[O:15][C:16]([CH3:17])([CH3:19])[CH3:18])=[O:35])=[CH:32][CH:31]=1, predict the reactants needed to synthesize it. The reactants are: [NH2:1][C:2]1[CH:7]=[C:6]([C:8]2[S:9][CH:10]=[CH:11][CH:12]=2)[CH:5]=[CH:4][C:3]=1[NH:13][C:14](=[O:20])[O:15][C:16]([CH3:19])([CH3:18])[CH3:17].C(N(CC)CC)C.[Cl:28][CH2:29][C:30]1[CH:38]=[CH:37][C:33]([C:34](Cl)=[O:35])=[CH:32][CH:31]=1. (4) Given the product [CH:8]1[C:9]2[C:10]3=[C:36]4[B:43]([C:3]5[CH:2]=[CH:1][CH:6]=[CH:5][C:4]=5[C:60]3=[C:52]3[N:53]([CH:54]=[CH:55][CH:56]=[CH:57]3)[C:22]=2[S:21][CH:7]=1)[CH:40]=[CH:39][CH:38]=[CH:37]4, predict the reactants needed to synthesize it. The reactants are: [CH3:1][CH2:2][CH2:3][CH2:4][CH2:5][CH3:6].[CH2:7]([Li])[CH2:8][CH2:9][CH3:10].C1(C2C=CC=CC=2)C=CC=CC=1NC1C=[CH:22][S:21]C=1C1C=CC=CC=1.[CH3:36][CH2:37][CH2:38][CH2:39][CH2:40]CC.[B:43](Cl)(Cl)Cl.[Cl-].[Cl-].[Cl-].[Al+3].C[C:52]1([CH3:60])[CH2:57][CH2:56][CH2:55][C:54](C)(C)[NH:53]1.CCCCCCCC. (5) Given the product [NH2:1][C:2]1[C:3]([C:17]#[N:18])=[N:4][C:5]([C:9]2[CH:10]=[N:11][C:12]([O:15][CH3:16])=[CH:13][CH:14]=2)=[C:6]([C:19]2[CH:24]=[CH:23][CH:22]=[CH:21][CH:20]=2)[N:7]=1, predict the reactants needed to synthesize it. The reactants are: [NH2:1][C:2]1[C:3]([C:17]#[N:18])=[N:4][C:5]([C:9]2[CH:10]=[N:11][C:12]([O:15][CH3:16])=[CH:13][CH:14]=2)=[C:6](Cl)[N:7]=1.[C:19]1(B(O)O)[CH:24]=[CH:23][CH:22]=[CH:21][CH:20]=1.C([O-])([O-])=O.[Na+].[Na+].CCOC(C)=O. (6) Given the product [NH2:21][C:20]1[N:26]([C:25]2[CH:27]=[CH:28][CH:29]=[CH:30][C:24]=2[Cl:23])[C:8]([C:5]2[CH:4]=[CH:3][C:2]([Cl:1])=[CH:7][CH:6]=2)=[CH:9][C:10]=1[C:11]([NH:13][CH:14]1[CH2:19][CH2:18][CH2:17][CH2:16][CH2:15]1)=[O:12], predict the reactants needed to synthesize it. The reactants are: [Cl:1][C:2]1[CH:7]=[CH:6][C:5]([C:8](=O)[CH2:9][CH:10]([C:20]#[N:21])[C:11]([NH:13][CH:14]2[CH2:19][CH2:18][CH2:17][CH2:16][CH2:15]2)=[O:12])=[CH:4][CH:3]=1.[Cl:23][C:24]1[CH:30]=[CH:29][CH:28]=[CH:27][C:25]=1[NH2:26].Cl. (7) Given the product [ClH:38].[F:1][C:2]1[C:3]([CH2:22][NH:23][CH3:24])=[CH:4][N:5]([S:14]([N:17]2[CH2:18][CH2:19][CH2:20][CH2:21]2)(=[O:16])=[O:15])[C:6]=1[C:7]1[C:8]([F:13])=[N:9][CH:10]=[CH:11][CH:12]=1, predict the reactants needed to synthesize it. The reactants are: [F:1][C:2]1[C:3]([CH2:22][N:23](C)[C:24](=O)OC(C)(C)C)=[CH:4][N:5]([S:14]([N:17]2[CH2:21][CH2:20][CH2:19][CH2:18]2)(=[O:16])=[O:15])[C:6]=1[C:7]1[C:8]([F:13])=[N:9][CH:10]=[CH:11][CH:12]=1.C(OCC)(=O)C.[ClH:38].